This data is from NCI-60 drug combinations with 297,098 pairs across 59 cell lines. The task is: Regression. Given two drug SMILES strings and cell line genomic features, predict the synergy score measuring deviation from expected non-interaction effect. (1) Drug 1: CC1=C(C(=CC=C1)Cl)NC(=O)C2=CN=C(S2)NC3=CC(=NC(=N3)C)N4CCN(CC4)CCO. Drug 2: C#CCC(CC1=CN=C2C(=N1)C(=NC(=N2)N)N)C3=CC=C(C=C3)C(=O)NC(CCC(=O)O)C(=O)O. Cell line: NCI-H226. Synergy scores: CSS=62.2, Synergy_ZIP=3.29, Synergy_Bliss=2.19, Synergy_Loewe=-12.6, Synergy_HSA=2.50. (2) Drug 1: CS(=O)(=O)C1=CC(=C(C=C1)C(=O)NC2=CC(=C(C=C2)Cl)C3=CC=CC=N3)Cl. Drug 2: C1=C(C(=O)NC(=O)N1)F. Cell line: CCRF-CEM. Synergy scores: CSS=8.38, Synergy_ZIP=-16.9, Synergy_Bliss=-28.5, Synergy_Loewe=-33.8, Synergy_HSA=-26.8. (3) Drug 1: CC1CCC2CC(C(=CC=CC=CC(CC(C(=O)C(C(C(=CC(C(=O)CC(OC(=O)C3CCCCN3C(=O)C(=O)C1(O2)O)C(C)CC4CCC(C(C4)OC)OCCO)C)C)O)OC)C)C)C)OC. Drug 2: CC(C)(C#N)C1=CC(=CC(=C1)CN2C=NC=N2)C(C)(C)C#N. Cell line: A549. Synergy scores: CSS=-0.627, Synergy_ZIP=1.25, Synergy_Bliss=2.82, Synergy_Loewe=-1.19, Synergy_HSA=-0.569. (4) Drug 1: CC1C(C(=O)NC(C(=O)N2CCCC2C(=O)N(CC(=O)N(C(C(=O)O1)C(C)C)C)C)C(C)C)NC(=O)C3=C4C(=C(C=C3)C)OC5=C(C(=O)C(=C(C5=N4)C(=O)NC6C(OC(=O)C(N(C(=O)CN(C(=O)C7CCCN7C(=O)C(NC6=O)C(C)C)C)C)C(C)C)C)N)C. Drug 2: C1CN1C2=NC(=NC(=N2)N3CC3)N4CC4. Cell line: OVCAR-5. Synergy scores: CSS=44.7, Synergy_ZIP=-7.97, Synergy_Bliss=-2.90, Synergy_Loewe=-2.31, Synergy_HSA=-1.82.